Task: Predict the reaction yield, written as a fraction of the theoretical maximum amount of product (1.0 means a 100% yield; for example, 0.34 means a 34% yield).. Dataset: Reaction yield outcomes from USPTO patents with 853,638 reactions (1) The reactants are C[O:2][C:3]([C:5]1[S:6][C:7]([C:23]2[CH:28]=[CH:27][C:26]([F:29])=[CH:25][CH:24]=2)=[CH:8][C:9]=1[N:10]([CH:20]([CH3:22])[CH3:21])[C:11]([CH:13]1[CH2:18][CH2:17][C:16]([CH3:19])=[CH:15][CH2:14]1)=[O:12])=[O:4].O[Li].O. The catalyst is C1COCC1.CO.O. The product is [F:29][C:26]1[CH:25]=[CH:24][C:23]([C:7]2[S:6][C:5]([C:3]([OH:4])=[O:2])=[C:9]([N:10]([CH:20]([CH3:22])[CH3:21])[C:11]([CH:13]3[CH2:18][CH2:17][C:16]([CH3:19])=[CH:15][CH2:14]3)=[O:12])[CH:8]=2)=[CH:28][CH:27]=1. The yield is 0.230. (2) The reactants are [CH3:1][O:2][C:3]([C:5]1[CH:9]=[C:8]([C:10]2[CH:15]=[CH:14][C:13]([C:16]#[N:17])=[CH:12][N:11]=2)[N:7]([C:18]2[N:19]=[N:20][C:21](Cl)=[CH:22][CH:23]=2)[N:6]=1)=[O:4].[CH3:25][O-:26].[Na+].Cl.C(Cl)(Cl)Cl. The catalyst is CO. The product is [CH3:1][O:2][C:3]([C:5]1[CH:9]=[C:8]([C:10]2[CH:15]=[CH:14][C:13]([C:16]#[N:17])=[CH:12][N:11]=2)[N:7]([C:18]2[N:19]=[N:20][C:21]([O:26][CH3:25])=[CH:22][CH:23]=2)[N:6]=1)=[O:4]. The yield is 0.420. (3) The reactants are [N+:1]([C:4]1[CH:9]=[CH:8][CH:7]=[CH:6][C:5]=1[OH:10])([O-:3])=[O:2].[CH3:11][O:12][C:13]([C:15]1[CH:20]=[CH:19][C:18]([C:21](Cl)=[O:22])=[CH:17][CH:16]=1)=[O:14]. The yield is 0.940. The product is [N+:1]([C:4]1[CH:9]=[CH:8][CH:7]=[CH:6][C:5]=1[O:10][C:21](=[O:22])[C:18]1[CH:17]=[CH:16][C:15]([C:13]([O:12][CH3:11])=[O:14])=[CH:20][CH:19]=1)([O-:3])=[O:2]. The catalyst is C1COCC1.N1C=CC=CC=1.C(=O)(O)[O-].[Na+].CCOC(C)=O. (4) The reactants are [N+:1]([C:4]1[S:8][C:7]([C:9]([O:11][CH2:12][CH3:13])=[O:10])=[CH:6][CH:5]=1)([O-])=O.O. The catalyst is C(O)(=O)C.[Fe]. The product is [NH2:1][C:4]1[S:8][C:7]([C:9]([O:11][CH2:12][CH3:13])=[O:10])=[CH:6][CH:5]=1. The yield is 0.730.